This data is from Full USPTO retrosynthesis dataset with 1.9M reactions from patents (1976-2016). The task is: Predict the reactants needed to synthesize the given product. (1) Given the product [C:1]([O:5][C:6]([NH:8][CH2:9][CH2:10][CH2:11][C@@H:12]([CH2:16][C:17]1[N:18]=[CH:19][N:20]2[C:29]3[C:24](=[CH:25][CH:26]=[CH:27][CH:28]=3)[CH2:23][CH2:22][C:21]=12)[C:13]([O:15][CH:34]([CH3:35])[CH3:33])=[O:14])=[O:7])([CH3:4])([CH3:2])[CH3:3], predict the reactants needed to synthesize it. The reactants are: [C:1]([O:5][C:6]([NH:8][CH2:9][CH2:10][CH2:11][C@@H:12]([CH2:16][C:17]1[N:18]=[CH:19][N:20]2[C:29]3[C:24](=[CH:25][CH:26]=[CH:27][CH:28]=3)[CH2:23][CH2:22][C:21]=12)[C:13]([OH:15])=[O:14])=[O:7])([CH3:4])([CH3:3])[CH3:2].Cl.CN(C)[CH2:33][CH2:34][CH2:35]N=C=NCC.C(=O)([O-])O.[Na+]. (2) Given the product [C:1]1([S:7][C:16]2[C:15]3[C:14](=[O:24])[C:13]4[C:22](=[CH:9][CH:10]=[CH:11][CH:12]=4)[C:21](=[O:23])[C:20]=3[CH:19]=[CH:18][CH:17]=2)[CH:6]=[CH:5][CH:4]=[CH:3][CH:2]=1, predict the reactants needed to synthesize it. The reactants are: [C:1]1([SH:7])[CH:6]=[CH:5][CH:4]=[CH:3][CH:2]=1.Cl[C:9]1[C:22]2[C:21](=[O:23])[C:20]3[C:15](=[CH:16][CH:17]=[CH:18][CH:19]=3)[C:14](=[O:24])[C:13]=2[CH:12]=[CH:11][CH:10]=1.C(=O)([O-])[O-].[K+].[K+]. (3) Given the product [Br:1][C:14]1[CH:13]=[C:12]([CH2:15][C:16]2[CH:21]=[CH:20][C:19]([CH3:22])=[CH:18][CH:17]=2)[C:11]([CH3:23])=[CH:10][C:9]=1[O:8][CH3:7], predict the reactants needed to synthesize it. The reactants are: [Br:1]Br.C(O)(=O)C.[CH3:7][O:8][C:9]1[CH:14]=[CH:13][C:12]([CH2:15][C:16]2[CH:21]=[CH:20][C:19]([CH3:22])=[CH:18][CH:17]=2)=[C:11]([CH3:23])[CH:10]=1. (4) Given the product [OH:9][C@H:10]1[CH2:15][CH2:14][C@H:13]([CH2:16][NH:17][C:18](=[O:29])[C:19]2[CH:20]=[CH:21][C:22]([O:25][CH2:26][O:27][CH3:28])=[CH:23][CH:24]=2)[CH2:12][CH2:11]1, predict the reactants needed to synthesize it. The reactants are: C([O:9][C@H:10]1[CH2:15][CH2:14][C@H:13]([CH2:16][NH:17][C:18](=[O:29])[C:19]2[CH:24]=[CH:23][C:22]([O:25][CH2:26][O:27][CH3:28])=[CH:21][CH:20]=2)[CH2:12][CH2:11]1)(=O)C1C=CC=CC=1.[OH-].[Na+].CO.C1COCC1. (5) Given the product [CH3:22][C:21]1[CH:20]=[C:19]([O:23][S:33]([CH3:32])(=[O:35])=[O:34])[CH:18]=[C:17]([CH3:24])[C:16]=1[C:12]1[CH:13]=[CH:14][CH:15]=[C:10]([CH2:9][O:8][C:6]2[CH:5]=[CH:4][C:3]([CH2:25][CH2:26][C:27]([O:29][CH2:30][CH3:31])=[O:28])=[C:2]([F:1])[CH:7]=2)[CH:11]=1, predict the reactants needed to synthesize it. The reactants are: [F:1][C:2]1[CH:7]=[C:6]([O:8][CH2:9][C:10]2[CH:11]=[C:12]([C:16]3[C:21]([CH3:22])=[CH:20][C:19]([OH:23])=[CH:18][C:17]=3[CH3:24])[CH:13]=[CH:14][CH:15]=2)[CH:5]=[CH:4][C:3]=1[CH2:25][CH2:26][C:27]([O:29][CH2:30][CH3:31])=[O:28].[CH3:32][S:33](Cl)(=[O:35])=[O:34].O. (6) Given the product [CH2:24]([N:23]([CH2:16][C:17]1[CH:22]=[CH:21][CH:20]=[CH:19][CH:18]=1)[CH2:3][CH:2]([OH:1])[CH2:4][N:5]1[C:13](=[O:14])[C:12]2[C:7](=[CH:8][CH:9]=[CH:10][CH:11]=2)[C:6]1=[O:15])[C:25]1[CH:30]=[CH:29][CH:28]=[CH:27][CH:26]=1, predict the reactants needed to synthesize it. The reactants are: [O:1]1[CH2:3][CH:2]1[CH2:4][N:5]1[C:13](=[O:14])[C:12]2[C:7](=[CH:8][CH:9]=[CH:10][CH:11]=2)[C:6]1=[O:15].[CH2:16]([NH:23][CH2:24][C:25]1[CH:30]=[CH:29][CH:28]=[CH:27][CH:26]=1)[C:17]1[CH:22]=[CH:21][CH:20]=[CH:19][CH:18]=1. (7) Given the product [C:9]([C:6]1[CH:7]=[CH:8][C:3]([O:2][CH3:1])=[N:4][CH:5]=1)#[CH:10], predict the reactants needed to synthesize it. The reactants are: [CH3:1][O:2][C:3]1[CH:8]=[CH:7][C:6]([C:9]#[C:10][Si](C)(C)C)=[CH:5][N:4]=1.O.O.O.[F-].C([N+](CCCC)(CCCC)CCCC)CCC.C([O-])(O)=O.[Na+]. (8) Given the product [F:20][C:5]([F:4])([F:19])[C:6]1[N:11]=[CH:10][N:9]=[C:8]([C:12]2[N:16]([CH2:24][CH2:23][CH:21]=[O:22])[C:15](=[O:17])[O:14][N:13]=2)[C:7]=1[Br:18], predict the reactants needed to synthesize it. The reactants are: C(O)C.[F:4][C:5]([F:20])([F:19])[C:6]1[N:11]=[CH:10][N:9]=[C:8]([C:12]2[NH:13][O:14][C:15](=[O:17])[N:16]=2)[C:7]=1[Br:18].[CH:21]([CH:23]=[CH2:24])=[O:22]. (9) Given the product [O:16]1[CH2:15][CH:14]=[C:13]([C:12]2[C:7]([O:6][CH:4]3[CH2:3][N:2]([C:25]([C:22]4[CH:23]=[CH:24][N:19]=[CH:20][N:21]=4)=[O:26])[CH2:5]3)=[N:8][CH:9]=[CH:10][CH:11]=2)[CH2:18][CH2:17]1, predict the reactants needed to synthesize it. The reactants are: Cl.[NH:2]1[CH2:5][CH:4]([O:6][C:7]2[C:12]([C:13]3[CH2:14][CH2:15][O:16][CH2:17][CH:18]=3)=[CH:11][CH:10]=[CH:9][N:8]=2)[CH2:3]1.[N:19]1[CH:24]=[CH:23][C:22]([C:25](O)=[O:26])=[N:21][CH:20]=1.C(N(CC)CC)C. (10) Given the product [Br:25][C:26]1[CH:27]=[C:28]2[C:32](=[CH:33][CH:34]=1)[N:31]([C:16](=[O:24])[NH:15][C:12]1[CH:13]=[CH:14][C:9]([O:8][CH2:7][C:2]3[CH:3]=[CH:4][CH:5]=[CH:6][N:1]=3)=[N:10][CH:11]=1)[CH2:30][CH2:29]2, predict the reactants needed to synthesize it. The reactants are: [N:1]1[CH:6]=[CH:5][CH:4]=[CH:3][C:2]=1[CH2:7][O:8][C:9]1[CH:14]=[CH:13][C:12]([NH:15][C:16](=[O:24])OC2C=CC=CC=2)=[CH:11][N:10]=1.[Br:25][C:26]1[CH:27]=[C:28]2[C:32](=[CH:33][CH:34]=1)[NH:31][CH2:30][CH2:29]2.